From a dataset of Reaction yield outcomes from USPTO patents with 853,638 reactions. Predict the reaction yield, written as a fraction of the theoretical maximum amount of product (1.0 means a 100% yield; for example, 0.34 means a 34% yield). (1) The reactants are [Cl:1][C:2]1[N:7]=[CH:6][N:5]=[C:4]([NH:8][C:9]2[CH:14]=[CH:13][C:12]([Cl:15])=[CH:11][CH:10]=2)[C:3]=1[NH2:16].[Cl:17][C:18]1[CH:26]=[CH:25][CH:24]=[CH:23][C:19]=1[C:20](Cl)=[O:21].O. The catalyst is CN(C)C(=O)C. The product is [Cl:17][C:18]1[CH:26]=[CH:25][CH:24]=[CH:23][C:19]=1[C:20]([NH:16][C:3]1[C:2]([Cl:1])=[N:7][CH:6]=[N:5][C:4]=1[NH:8][C:9]1[CH:10]=[CH:11][C:12]([Cl:15])=[CH:13][CH:14]=1)=[O:21]. The yield is 0.820. (2) The reactants are [Cl:1][C:2]1[CH:3]=[C:4]([NH:9][C:10]2[CH:15]=[CH:14][C:13]([N:16]3[CH2:21][CH2:20][NH:19][CH2:18][C@@H:17]3[CH3:22])=[CH:12][N:11]=2)[C:5](=[O:8])[NH:6][N:7]=1.[O:23]1[CH2:26][C:25](=O)[CH2:24]1.[BH3-]C#N.[Na+]. The catalyst is [Cl-].[Cl-].[Zn+2].CO. The product is [Cl:1][C:2]1[CH:3]=[C:4]([NH:9][C:10]2[CH:15]=[CH:14][C:13]([N:16]3[CH2:21][CH2:20][N:19]([CH:25]4[CH2:26][O:23][CH2:24]4)[CH2:18][C@@H:17]3[CH3:22])=[CH:12][N:11]=2)[C:5](=[O:8])[NH:6][N:7]=1. The yield is 0.560. (3) The reactants are [N:1]1([C:5]([C:7]2[N:8]=[CH:9][C:10]([O:13][C:14]3[CH:15]=[C:16]([CH:21]=[C:22]([O:24][C@H:25]4[CH2:29][CH2:28][N:27]([CH3:30])[C:26]4=[O:31])[CH:23]=3)[C:17]([O:19]C)=[O:18])=[N:11][CH:12]=2)=[O:6])[CH2:4][CH2:3][CH2:2]1.[OH-].[Li+].O. The catalyst is C1COCC1.CO. The product is [N:1]1([C:5]([C:7]2[N:8]=[CH:9][C:10]([O:13][C:14]3[CH:15]=[C:16]([CH:21]=[C:22]([O:24][C@H:25]4[CH2:29][CH2:28][N:27]([CH3:30])[C:26]4=[O:31])[CH:23]=3)[C:17]([OH:19])=[O:18])=[N:11][CH:12]=2)=[O:6])[CH2:2][CH2:3][CH2:4]1. The yield is 0.960. (4) The reactants are [NH2:1][CH2:2][CH:3]([C@:5]12[O:12][C@:9]([C:13]3[CH:18]=[CH:17][C:16]([Cl:19])=[C:15]([CH2:20][C:21]4[CH:26]=[CH:25][C:24]([O:27][CH2:28][CH3:29])=[CH:23][CH:22]=4)[CH:14]=3)([O:10][CH2:11]1)[C@H:8]([O:30][CH2:31][C:32]1[CH:37]=[CH:36][CH:35]=[CH:34][CH:33]=1)[C@@H:7]([O:38][CH2:39][C:40]1[CH:45]=[CH:44][CH:43]=[CH:42][CH:41]=1)[C@@H:6]2[O:46][CH2:47][C:48]1[CH:53]=[CH:52][CH:51]=[CH:50][CH:49]=1)[OH:4].[O:54]1CCC[CH2:55]1. The product is [CH2:47]([O:46][C@H:6]1[C@H:7]([O:38][CH2:39][C:40]2[CH:41]=[CH:42][CH:43]=[CH:44][CH:45]=2)[C@@H:8]([O:30][CH2:31][C:32]2[CH:37]=[CH:36][CH:35]=[CH:34][CH:33]=2)[C@:9]2([C:13]3[CH:18]=[CH:17][C:16]([Cl:19])=[C:15]([CH2:20][C:21]4[CH:22]=[CH:23][C:24]([O:27][CH2:28][CH3:29])=[CH:25][CH:26]=4)[CH:14]=3)[O:12][C@@:5]1([CH:3]1[O:4][C:55](=[O:54])[NH:1][CH2:2]1)[CH2:11][O:10]2)[C:48]1[CH:49]=[CH:50][CH:51]=[CH:52][CH:53]=1. No catalyst specified. The yield is 0.695. (5) The reactants are Br[C:2]1[CH:7]=[CH:6][C:5]([N:8]2[CH:12]=[CH:11][CH:10]=[N:9]2)=[CH:4][CH:3]=1.[B:13]1([B:13]2[O:17][C:16]([CH3:19])([CH3:18])[C:15]([CH3:21])([CH3:20])[O:14]2)[O:17][C:16]([CH3:19])([CH3:18])[C:15]([CH3:21])([CH3:20])[O:14]1.C([O-])(=O)C.[K+]. The catalyst is O1CCOCC1.CCOC(C)=O.C(=O)(O)[O-].[Na+].O.C1C=CC(P(C2C=CC=CC=2)[C-]2C=CC=C2)=CC=1.C1C=CC(P(C2C=CC=CC=2)[C-]2C=CC=C2)=CC=1.Cl[Pd]Cl.[Fe+2]. The product is [CH3:20][C:15]1([CH3:21])[C:16]([CH3:19])([CH3:18])[O:17][B:13]([C:2]2[CH:7]=[CH:6][C:5]([N:8]3[CH:12]=[CH:11][CH:10]=[N:9]3)=[CH:4][CH:3]=2)[O:14]1. The yield is 1.00. (6) The reactants are [CH2:1]([O:3][C:4](=[O:17])[CH2:5][CH2:6][NH:7][C:8]1[CH:9]=[C:10]2[C:14](=[CH:15][CH:16]=1)[CH2:13][CH2:12][CH2:11]2)[CH3:2].Cl[C:19]1[C:24]([C:25]([O:27][CH2:28][CH3:29])=[O:26])=[CH:23][N:22]=[C:21]([S:30][CH3:31])[N:20]=1.C(N(CC)CC)C. The catalyst is C(O)CCC. The product is [CH2:28]([O:27][C:25]([C:24]1[C:19]([N:7]([CH2:6][CH2:5][C:4]([O:3][CH2:1][CH3:2])=[O:17])[C:8]2[CH:9]=[C:10]3[C:14](=[CH:15][CH:16]=2)[CH2:13][CH2:12][CH2:11]3)=[N:20][C:21]([S:30][CH3:31])=[N:22][CH:23]=1)=[O:26])[CH3:29]. The yield is 0.900. (7) The reactants are [O:1]=[C:2](Cl)OC(Cl)(Cl)Cl.[Cl:9][C:10]1[CH:15]=[C:14]([F:16])[C:13]([N+:17]([O-:19])=[O:18])=[CH:12][C:11]=1[NH:20][CH2:21][C:22]1[C:23]([NH:32][CH2:33][CH3:34])=[CH:24][C:25]([N:28]([O:30][CH3:31])[CH3:29])=[N:26][CH:27]=1.CCN(CC)CC. No catalyst specified. The product is [Cl:9][C:10]1[CH:15]=[C:14]([F:16])[C:13]([N+:17]([O-:19])=[O:18])=[CH:12][C:11]=1[N:20]1[CH2:21][C:22]2[CH:27]=[N:26][C:25]([N:28]([O:30][CH3:31])[CH3:29])=[CH:24][C:23]=2[N:32]([CH2:33][CH3:34])[C:2]1=[O:1]. The yield is 0.600.